Dataset: Full USPTO retrosynthesis dataset with 1.9M reactions from patents (1976-2016). Task: Predict the reactants needed to synthesize the given product. (1) Given the product [F:20][C:21]1[CH:22]=[CH:23][C:24]([N:27]2[CH2:32][CH2:31][N:30]([CH2:6][CH2:7][CH2:8][CH2:9][CH:10]3[C:18]4[C:13](=[CH:14][CH:15]=[CH:16][CH:17]=4)[NH:12][C:11]3=[O:19])[CH2:29][CH2:28]2)=[CH:25][CH:26]=1, predict the reactants needed to synthesize it. The reactants are: S(O[CH2:6][CH2:7][CH2:8][CH2:9][CH:10]1[C:18]2[C:13](=[CH:14][CH:15]=[CH:16][CH:17]=2)[NH:12][C:11]1=[O:19])(C)(=O)=O.[F:20][C:21]1[CH:26]=[CH:25][C:24]([N:27]2[CH2:32][CH2:31][NH:30][CH2:29][CH2:28]2)=[CH:23][CH:22]=1. (2) Given the product [Cl:16][CH2:17][C:18]1[CH:23]=[CH:22][CH:21]=[CH:20][C:19]=1[CH:24]([CH:34]([O:37][CH3:38])[O:35][CH3:36])[C:25]([O:27][CH3:28])=[O:26], predict the reactants needed to synthesize it. The reactants are: ClCC1C=CC=CC=1C(=CO)C(OC)=O.[Cl:16][CH2:17][C:18]1[CH:23]=[CH:22][CH:21]=[CH:20][C:19]=1[CH2:24][C:25]([O:27][CH3:28])=[O:26].CS(O)(=O)=O.[CH:34](OC)([O:37][CH3:38])[O:35][CH3:36]. (3) Given the product [O:26]=[S:27]1(=[O:58])[CH2:32][CH2:31][N:30]([CH2:33][C:34]2[CH:39]=[CH:38][C:37]([NH:40][C:41]([C:42]3[CH:43]=[CH:44][C:45]([C:2]4[CH:7]=[CH:6][C:5]([C:8]5[NH:9][C:10]([C@@H:13]6[CH2:18][O:17][CH2:16][CH2:15][N:14]6[C:19]([O:21][C:22]([CH3:25])([CH3:24])[CH3:23])=[O:20])=[N:11][CH:12]=5)=[CH:4][CH:3]=4)=[CH:46][CH:47]=3)=[O:57])=[CH:36][CH:35]=2)[CH2:29][CH2:28]1, predict the reactants needed to synthesize it. The reactants are: Br[C:2]1[CH:7]=[CH:6][C:5]([C:8]2[N:9]=[C:10]([C@@H:13]3[CH2:18][O:17][CH2:16][CH2:15][N:14]3[C:19]([O:21][C:22]([CH3:25])([CH3:24])[CH3:23])=[O:20])[NH:11][CH:12]=2)=[CH:4][CH:3]=1.[O:26]=[S:27]1(=[O:58])[CH2:32][CH2:31][N:30]([CH2:33][C:34]2[CH:39]=[CH:38][C:37]([NH:40][C:41](=[O:57])[C:42]3[CH:47]=[CH:46][C:45](B4OC(C)(C)C(C)(C)O4)=[CH:44][CH:43]=3)=[CH:36][CH:35]=2)[CH2:29][CH2:28]1.O.C(=O)([O-])[O-].[Cs+].[Cs+]. (4) Given the product [F:40][C:27]1[CH:26]=[C:25]([NH:24][S:8]([C:5]2[CH:6]=[CH:7][C:2]([F:1])=[CH:3][C:4]=2[CH2:12][C@@H:13]2[CH2:17][CH2:16][N:15]([C:18](=[O:23])[C:19]([F:22])([F:21])[F:20])[CH2:14]2)(=[O:10])=[O:9])[C:34]([C:35]([O:37][CH3:38])=[O:36])=[C:33]2[C:28]=1[CH:29]1[CH2:39][CH:30]1[CH2:31][O:32]2, predict the reactants needed to synthesize it. The reactants are: [F:1][C:2]1[CH:7]=[CH:6][C:5]([S:8](Cl)(=[O:10])=[O:9])=[C:4]([CH2:12][C@@H:13]2[CH2:17][CH2:16][N:15]([C:18](=[O:23])[C:19]([F:22])([F:21])[F:20])[CH2:14]2)[CH:3]=1.[NH2:24][C:25]1[C:34]([C:35]([O:37][CH3:38])=[O:36])=[C:33]2[C:28]([CH:29]3[CH2:39][CH:30]3[CH2:31][O:32]2)=[C:27]([F:40])[CH:26]=1.